This data is from Reaction yield outcomes from USPTO patents with 853,638 reactions. The task is: Predict the reaction yield, written as a fraction of the theoretical maximum amount of product (1.0 means a 100% yield; for example, 0.34 means a 34% yield). (1) The reactants are [Si:1]([O:18][CH2:19][C:20]1[S:24][C:23]([C:25](OCC)=[O:26])=[N:22][N:21]=1)([C:14]([CH3:17])([CH3:16])[CH3:15])([C:8]1[CH:13]=[CH:12][CH:11]=[CH:10][CH:9]=1)[C:2]1[CH:7]=[CH:6][CH:5]=[CH:4][CH:3]=1.[BH4-].[Na+].[Cl-].[NH4+]. The catalyst is CO. The product is [Si:1]([O:18][CH2:19][C:20]1[S:24][C:23]([CH2:25][OH:26])=[N:22][N:21]=1)([C:14]([CH3:15])([CH3:16])[CH3:17])([C:2]1[CH:7]=[CH:6][CH:5]=[CH:4][CH:3]=1)[C:8]1[CH:13]=[CH:12][CH:11]=[CH:10][CH:9]=1. The yield is 0.820. (2) The reactants are COC(C1CCN(S(C[C:15]2[C:24]3C(=[CH:20][CH:21]=[CH:22][CH:23]=3)[N:18](CC)[C:17](C)(C)[CH:16]=2)(=O)=O)CC1)=O.[CH3:29][N:30]1[C:39]2[C:34](=[CH:35][CH:36]=[C:37]([O:40][CH3:41])[CH:38]=2)[CH:33]([CH2:42][S:43](Cl)(=[O:45])=[O:44])[CH2:32][C:31]1([CH3:48])[CH3:47].C(N)CCCCCCC.C(Cl)(Cl)Cl. The catalyst is C(#N)C.C(O)C. The product is [CH3:29][N:30]1[C:39]2[C:34](=[CH:35][CH:36]=[C:37]([O:40][CH3:41])[CH:38]=2)[CH:33]([CH2:42][S:43]([NH:18][CH2:17][CH2:16][CH2:15][CH2:24][CH2:23][CH2:22][CH2:21][CH3:20])(=[O:45])=[O:44])[CH2:32][C:31]1([CH3:48])[CH3:47]. The yield is 0.690. (3) The reactants are [NH2:1][C@H:2]([CH2:6][CH:7]=[CH2:8])[C:3]([OH:5])=[O:4].S(Cl)([Cl:11])=O.[CH3:13]O. No catalyst specified. The product is [ClH:11].[NH2:1][C@H:2]([CH2:6][CH:7]=[CH2:8])[C:3]([O:5][CH3:13])=[O:4]. The yield is 1.00.